Dataset: Catalyst prediction with 721,799 reactions and 888 catalyst types from USPTO. Task: Predict which catalyst facilitates the given reaction. (1) Reactant: [OH:1][CH2:2][C:3]([NH:6][S:7]([C:10]1[S:14][C:13]([NH:15]C(=O)C)=[N:12][C:11]=1[CH3:19])(=[O:9])=[O:8])([CH3:5])[CH3:4]. Product: [OH:1][CH2:2][C:3]([NH:6][S:7]([C:10]1[S:14][C:13]([NH2:15])=[N:12][C:11]=1[CH3:19])(=[O:9])=[O:8])([CH3:5])[CH3:4]. The catalyst class is: 33. (2) Reactant: [C:1]([C:9]1[CH:38]=[C:37]([Br:39])[CH:36]=[CH:35][C:10]=1[C:11]([N:13]([CH2:24][C:25]1[CH:30]=[CH:29][C:28]([S:31]([CH3:34])(=[O:33])=[O:32])=[CH:27][CH:26]=1)[CH2:14][C:15](=[O:23])[CH2:16][C:17]1[CH:22]=[CH:21][CH:20]=[CH:19][CH:18]=1)=[O:12])(=O)[C:2]1[CH:7]=[CH:6][CH:5]=[CH:4][CH:3]=1.N12CCCN=C1CCCCC2. Product: [Br:39][C:37]1[CH:38]=[C:9]2[C:10](=[CH:35][CH:36]=1)[C:11](=[O:12])[N:13]([CH2:24][C:25]1[CH:30]=[CH:29][C:28]([S:31]([CH3:34])(=[O:33])=[O:32])=[CH:27][CH:26]=1)[C:14]([C:15](=[O:23])[CH2:16][C:17]1[CH:22]=[CH:21][CH:20]=[CH:19][CH:18]=1)=[C:1]2[C:2]1[CH:3]=[CH:4][CH:5]=[CH:6][CH:7]=1. The catalyst class is: 8. (3) Reactant: [CH:1]([C:3]1[CH:4]=[C:5]([C:9]2[CH:14]=[CH:13][C:12]([O:15][C:16]([F:19])([F:18])[F:17])=[CH:11][CH:10]=2)[CH:6]=[CH:7][CH:8]=1)=O.[S:20]1[CH2:24][C:23](=[O:25])[NH:22][C:21]1=[O:26].N1CCCCC1.C(O)(=O)C1C=CC=CC=1. Product: [F:17][C:16]([F:19])([F:18])[O:15][C:12]1[CH:13]=[CH:14][C:9]([C:5]2[CH:4]=[C:3]([CH:8]=[CH:7][CH:6]=2)[CH:1]=[C:24]2[S:20][C:21](=[O:26])[NH:22][C:23]2=[O:25])=[CH:10][CH:11]=1. The catalyst class is: 93.